From a dataset of Full USPTO retrosynthesis dataset with 1.9M reactions from patents (1976-2016). Predict the reactants needed to synthesize the given product. Given the product [Br-:1].[CH2:23]([O:30][C:31]1[CH:32]=[CH:33][C:34]([CH2:37][C:38]([NH:2][CH2:3][CH2:4][CH2:5][N+:6]([CH2:9][CH2:10][NH:11][C:12]([C:14]2[C:19]([NH2:20])=[N:18][C:17]([NH2:21])=[C:16]([Cl:22])[N:15]=2)=[O:13])([CH3:7])[CH3:8])=[O:39])=[CH:35][CH:36]=1)[C:24]1[CH:25]=[CH:26][CH:27]=[CH:28][CH:29]=1, predict the reactants needed to synthesize it. The reactants are: [Br-:1].[NH2:2][CH2:3][CH2:4][CH2:5][N+:6]([CH2:9][CH2:10][NH:11][C:12]([C:14]1[C:19]([NH2:20])=[N:18][C:17]([NH2:21])=[C:16]([Cl:22])[N:15]=1)=[O:13])([CH3:8])[CH3:7].[CH2:23]([O:30][C:31]1[CH:36]=[CH:35][C:34]([CH2:37][C:38](O)=[O:39])=[CH:33][CH:32]=1)[C:24]1[CH:29]=[CH:28][CH:27]=[CH:26][CH:25]=1.CN1CCOCC1.C1(N=C=NC2CCCCC2)CCCCC1.ON1C2C=CC=CC=2N=N1.